From a dataset of Full USPTO retrosynthesis dataset with 1.9M reactions from patents (1976-2016). Predict the reactants needed to synthesize the given product. (1) Given the product [Br:18][C:19]1[CH:26]=[C:25]([N:7]2[C:8]3[CH2:9][C:10]([CH3:15])([CH3:16])[CH2:11][C:12](=[O:14])[C:13]=3[C:5]([CH:4]([F:3])[F:17])=[N:6]2)[CH:24]=[CH:23][C:20]=1[C:21]#[N:22], predict the reactants needed to synthesize it. The reactants are: [H-].[Na+].[F:3][CH:4]([F:17])[C:5]1[C:13]2[C:12](=[O:14])[CH2:11][C:10]([CH3:16])([CH3:15])[CH2:9][C:8]=2[NH:7][N:6]=1.[Br:18][C:19]1[CH:26]=[C:25](F)[CH:24]=[CH:23][C:20]=1[C:21]#[N:22]. (2) Given the product [CH3:34][O:33][N:32]([CH3:31])[C:3](=[O:5])[C:2]([CH3:1])([CH3:18])[CH2:6][O:7][Si:8]([CH:15]([CH3:17])[CH3:16])([CH:12]([CH3:14])[CH3:13])[CH:9]([CH3:11])[CH3:10], predict the reactants needed to synthesize it. The reactants are: [CH3:1][C:2]([CH3:18])([CH2:6][O:7][Si:8]([CH:15]([CH3:17])[CH3:16])([CH:12]([CH3:14])[CH3:13])[CH:9]([CH3:11])[CH3:10])[C:3]([OH:5])=O.CCN=C=NCCCN(C)C.Cl.[CH3:31][NH:32][O:33][CH3:34].CCOC(C)=O. (3) Given the product [Cl:38][C:35]1[CH:36]=[CH:37][C:32]([C:29]2[S:30][CH:31]=[C:27]([CH2:26][S:25][C:11]3[C:12]([C:23]#[N:24])=[C:13]([C:17]4[CH:18]=[CH:19][CH:20]=[CH:21][CH:22]=4)[C:14]([C:15]#[N:16])=[C:9]([O:1][CH:2]4[CH2:6][CH2:5][N:4]([CH3:7])[CH2:3]4)[N:10]=3)[N:28]=2)=[CH:33][CH:34]=1, predict the reactants needed to synthesize it. The reactants are: [OH:1][CH:2]1[CH2:6][CH2:5][N:4]([CH3:7])[CH2:3]1.Cl[C:9]1[C:14]([C:15]#[N:16])=[C:13]([C:17]2[CH:22]=[CH:21][CH:20]=[CH:19][CH:18]=2)[C:12]([C:23]#[N:24])=[C:11]([S:25][CH2:26][C:27]2[N:28]=[C:29]([C:32]3[CH:37]=[CH:36][C:35]([Cl:38])=[CH:34][CH:33]=3)[S:30][CH:31]=2)[N:10]=1. (4) Given the product [CH:1]1([C:4]2[NH:24][C:7]3[N:8]=[N:9][C:10]([CH2:12][CH2:13][CH2:14][CH2:15][N:16]4[CH:20]=[C:19]([C:21]([OH:23])=[O:22])[N:18]=[N:17]4)=[CH:11][C:6]=3[C:5]=2[I:25])[CH2:3][CH2:2]1, predict the reactants needed to synthesize it. The reactants are: [CH:1]1([C:4]2[NH:24][C:7]3[N:8]=[N:9][C:10]([CH2:12][CH2:13][CH2:14][CH2:15][N:16]4[CH:20]=[C:19]([C:21]([OH:23])=[O:22])[N:18]=[N:17]4)=[CH:11][C:6]=3[CH:5]=2)[CH2:3][CH2:2]1.[I:25]Cl.